From a dataset of Reaction yield outcomes from USPTO patents with 853,638 reactions. Predict the reaction yield, written as a fraction of the theoretical maximum amount of product (1.0 means a 100% yield; for example, 0.34 means a 34% yield). (1) The reactants are Cl.[OH:2][C@@H:3]1[CH2:6][C@H:5]([C:7]2[CH:12]=[CH:11][C:10]([C:13]3[CH:18]=[CH:17][N:16]([CH2:19][CH2:20][C@@:21]([CH3:36])([S:32]([CH3:35])(=[O:34])=[O:33])[C:22]([NH:24][O:25]C4CCCCO4)=[O:23])[C:15](=[O:37])[CH:14]=3)=[CH:9][CH:8]=2)[CH2:4]1. The catalyst is O1CCOCC1. The product is [OH:25][NH:24][C:22](=[O:23])[C@:21]([CH3:36])([S:32]([CH3:35])(=[O:34])=[O:33])[CH2:20][CH2:19][N:16]1[CH:17]=[CH:18][C:13]([C:10]2[CH:11]=[CH:12][C:7]([C@H:5]3[CH2:4][C@@H:3]([OH:2])[CH2:6]3)=[CH:8][CH:9]=2)=[CH:14][C:15]1=[O:37]. The yield is 0.740. (2) The reactants are FC(F)(F)C(O)=O.[O:8]1[C:12]2[CH:13]=[CH:14][CH:15]=[CH:16][C:11]=2[C:10]([NH:17][C:18]([N:20]2[CH2:25][CH2:24][NH:23][CH2:22][CH2:21]2)=[O:19])=[N:9]1.C(N(CC)CC)C.Cl[C:34]([O:36][CH2:37][C:38]1[CH:43]=[CH:42][CH:41]=[CH:40][CH:39]=1)=[O:35].O. The catalyst is O1CCCC1. The product is [O:8]1[C:12]2[CH:13]=[CH:14][CH:15]=[CH:16][C:11]=2[C:10]([NH:17][C:18]([N:20]2[CH2:25][CH2:24][N:23]([C:34]([O:36][CH2:37][C:38]3[CH:43]=[CH:42][CH:41]=[CH:40][CH:39]=3)=[O:35])[CH2:22][CH2:21]2)=[O:19])=[N:9]1. The yield is 0.720. (3) The reactants are [CH3:1][O:2][C:3](=[O:12])[C:4]1[CH:9]=[CH:8][C:7]([CH2:10]Br)=[CH:6][CH:5]=1.[I-:13].[Na+]. The catalyst is CC(C)=O. The product is [I:13][CH2:10][C:7]1[CH:8]=[CH:9][C:4]([C:3]([O:2][CH3:1])=[O:12])=[CH:5][CH:6]=1. The yield is 0.840. (4) The product is [CH3:1][N:2]([CH3:28])[C:3]([C:5]1[N:22]([CH:23]2[CH2:27][CH2:26][CH2:25][CH2:24]2)[C:8]2[N:9]=[C:10]([NH:13][C:14]3[CH:19]=[CH:18][C:17]([CH:20]=[O:21])=[CH:16][N:15]=3)[N:11]=[CH:12][C:7]=2[CH:6]=1)=[O:4]. The yield is 0.850. The reactants are [CH3:1][N:2]([CH3:28])[C:3]([C:5]1[N:22]([CH:23]2[CH2:27][CH2:26][CH2:25][CH2:24]2)[C:8]2[N:9]=[C:10]([NH:13][C:14]3[CH:19]=[CH:18][C:17]([CH2:20][OH:21])=[CH:16][N:15]=3)[N:11]=[CH:12][C:7]=2[CH:6]=1)=[O:4]. The catalyst is ClCCl.CO.O=[Mn]=O.